From a dataset of TCR-epitope binding with 47,182 pairs between 192 epitopes and 23,139 TCRs. Binary Classification. Given a T-cell receptor sequence (or CDR3 region) and an epitope sequence, predict whether binding occurs between them. (1) The epitope is EIYKRWII. The TCR CDR3 sequence is CASSPLAVGKETQYF. Result: 1 (the TCR binds to the epitope). (2) The epitope is CINGVCWTV. The TCR CDR3 sequence is CASSYSAGTLDYGYTF. Result: 1 (the TCR binds to the epitope). (3) The epitope is IPSINVHHY. The TCR CDR3 sequence is CASSLPSGPNEKLFF. Result: 1 (the TCR binds to the epitope). (4) The epitope is LLMPILTLT. The TCR CDR3 sequence is CASSQGAGRNEQFF. Result: 1 (the TCR binds to the epitope). (5) The epitope is IIKDYGKQM. The TCR CDR3 sequence is CASSSPGQGAYEQYF. Result: 0 (the TCR does not bind to the epitope). (6) The epitope is RLRPGGKKK. The TCR CDR3 sequence is CASRDSSYEQYF. Result: 1 (the TCR binds to the epitope). (7) The epitope is IVDTVSALV. The TCR CDR3 sequence is CASSSRGGATDTQYF. Result: 0 (the TCR does not bind to the epitope).